Dataset: Reaction yield outcomes from USPTO patents with 853,638 reactions. Task: Predict the reaction yield, written as a fraction of the theoretical maximum amount of product (1.0 means a 100% yield; for example, 0.34 means a 34% yield). (1) The yield is 0.690. No catalyst specified. The product is [C:53]([O:52][C:50]([N:42]([C:43]([O:45][C:46]([CH3:47])([CH3:48])[CH3:49])=[O:44])[C:38]1[C:39]2[C:34](=[CH:33][C:32]([NH:31][CH:59]([C:23]3[CH:24]=[C:25]([CH3:26])[C:20]([CH2:19][CH2:18][O:17][C:15](=[O:16])[NH:14][C:5]4[CH:6]=[CH:7][C:8]([S:9]([CH2:12][CH3:13])(=[O:11])=[O:10])=[C:3]([C:1]#[N:2])[CH:4]=4)=[C:21]([CH3:30])[CH:22]=3)[C:58]([OH:62])=[O:61])=[CH:41][CH:40]=2)[CH:35]=[CH:36][N:37]=1)=[O:51])([CH3:56])([CH3:55])[CH3:54]. The reactants are [C:1]([C:3]1[CH:4]=[C:5]([NH:14][C:15]([O:17][CH2:18][CH2:19][C:20]2[C:25]([CH3:26])=[CH:24][C:23](B(O)O)=[CH:22][C:21]=2[CH3:30])=[O:16])[CH:6]=[CH:7][C:8]=1[S:9]([CH2:12][CH3:13])(=[O:11])=[O:10])#[N:2].[NH2:31][C:32]1[CH:33]=[C:34]2[C:39](=[CH:40][CH:41]=1)[C:38]([N:42]([C:50]([O:52][C:53]([CH3:56])([CH3:55])[CH3:54])=[O:51])[C:43]([O:45][C:46]([CH3:49])([CH3:48])[CH3:47])=[O:44])=[N:37][CH:36]=[CH:35]2.O.[C:58]([OH:62])(=[O:61])[CH:59]=O. (2) The reactants are [C:1]([C:3]1[CH:8]=[CH:7][C:6]([O:9][C:10]2[CH:15]=[CH:14][CH:13]=[CH:12][CH:11]=2)=[CH:5][CH:4]=1)#[CH:2].[N:16]([C:19]1[CH:24]=[CH:23][C:22]([CH2:25][C@H:26]([NH:30]C(OC(C)(C)C)=O)[C:27]([OH:29])=[O:28])=[CH:21][CH:20]=1)=[N+:17]=[N-:18].Cl. The catalyst is O.O1CCOCC1.CO. The product is [NH2:30][C@@H:26]([CH2:25][C:22]1[CH:23]=[CH:24][C:19]([N:16]2[CH:2]=[C:1]([C:3]3[CH:8]=[CH:7][C:6]([O:9][C:10]4[CH:15]=[CH:14][CH:13]=[CH:12][CH:11]=4)=[CH:5][CH:4]=3)[N:18]=[N:17]2)=[CH:20][CH:21]=1)[C:27]([OH:29])=[O:28]. The yield is 0.290. (3) The reactants are [CH3:1][N:2]1[CH2:10][C:9]2[C:4](=[C:5]([N+:20]([O-:22])=[O:21])[CH:6]=[CH:7][C:8]=2B2OC(C)(C)C(C)(C)O2)[C:3]1=[O:23].FC(F)(F)S(O[C:30]1[CH2:35][CH2:34][CH:33]([C:36]([O:38][CH2:39][CH3:40])=[O:37])[CH2:32][CH:31]=1)(=O)=O.C(=O)([O-])[O-].[K+].[K+].ClCCl.O1CCOCC1.O. The catalyst is C1C=CC(P([C]2[CH][CH][CH][CH]2)C2C=CC=CC=2)=CC=1.C1C=CC(P([C]2[CH][CH][CH][CH]2)C2C=CC=CC=2)=CC=1.Cl[Pd]Cl.[Fe]. The product is [CH3:1][N:2]1[CH2:10][C:9]2[C:4](=[C:5]([N+:20]([O-:22])=[O:21])[CH:6]=[CH:7][C:8]=2[C:30]2[CH2:35][CH2:34][CH:33]([C:36]([O:38][CH2:39][CH3:40])=[O:37])[CH2:32][CH:31]=2)[C:3]1=[O:23]. The yield is 0.630. (4) The reactants are [CH3:1][O:2][C:3]1[CH:4]=[C:5]([NH2:15])[CH:6]=[CH:7][C:8]=1[N:9]1[CH:13]=[C:12]([CH3:14])[N:11]=[CH:10]1.Cl[C:17]1[N:22]=[C:21]([CH3:23])[CH:20]=[C:19]([N:24]2[CH2:29][CH2:28][CH2:27][CH2:26][CH2:25]2)[N:18]=1. No catalyst specified. The product is [CH3:1][O:2][C:3]1[CH:4]=[C:5]([NH:15][C:17]2[N:22]=[C:21]([CH3:23])[CH:20]=[C:19]([N:24]3[CH2:29][CH2:28][CH2:27][CH2:26][CH2:25]3)[N:18]=2)[CH:6]=[CH:7][C:8]=1[N:9]1[CH:13]=[C:12]([CH3:14])[N:11]=[CH:10]1. The yield is 0.780. (5) The product is [C:1]([O:4][C@H:5]1[C@@H:19]([O:20][C:21](=[O:23])[CH3:22])[C@H:18]([O:24][C:25](=[O:27])[CH3:26])[C@@H:17]([CH2:28][O:29][C:30](=[O:32])[CH3:31])[O:16][C@@H:6]1[O:7][C:8]1[CH:13]=[CH:12][C:11]([N:33]2[C:41]3[C:36](=[CH:37][CH:38]=[CH:39][CH:40]=3)[CH:35]=[CH:34]2)=[CH:10][C:9]=1[Cl:15])(=[O:3])[CH3:2]. The catalyst is [Cu]I. The reactants are [C:1]([O:4][C@H:5]1[C@@H:19]([O:20][C:21](=[O:23])[CH3:22])[C@H:18]([O:24][C:25](=[O:27])[CH3:26])[C@@H:17]([CH2:28][O:29][C:30](=[O:32])[CH3:31])[O:16][C@@H:6]1[O:7][C:8]1[CH:13]=[CH:12][C:11](I)=[CH:10][C:9]=1[Cl:15])(=[O:3])[CH3:2].[NH:33]1[C:41]2[C:36](=[CH:37][CH:38]=[CH:39][CH:40]=2)[CH:35]=[CH:34]1.C([O-])([O-])=O.[K+].[K+].N1CCC[C@H]1C(O)=O. The yield is 0.280.